Dataset: Forward reaction prediction with 1.9M reactions from USPTO patents (1976-2016). Task: Predict the product of the given reaction. (1) Given the reactants [C:1]1([C@@H:7]2[CH2:9][C@H:8]2[N:10]=[C:11]=[O:12])[CH:6]=[CH:5][CH:4]=[CH:3][CH:2]=1.[NH2:13][CH2:14][CH2:15][CH2:16][CH2:17][N:18]1[C:26]2[C:25]([CH3:27])=[CH:24][N:23]=[C:22]([NH2:28])[C:21]=2[N:20]=[C:19]1[CH2:29][O:30][CH2:31][CH3:32], predict the reaction product. The product is: [NH2:28][C:22]1[C:21]2[N:20]=[C:19]([CH2:29][O:30][CH2:31][CH3:32])[N:18]([CH2:17][CH2:16][CH2:15][CH2:14][NH:13][C:11]([NH:10][C@@H:8]3[CH2:9][C@H:7]3[C:1]3[CH:6]=[CH:5][CH:4]=[CH:3][CH:2]=3)=[O:12])[C:26]=2[C:25]([CH3:27])=[CH:24][N:23]=1. (2) Given the reactants [CH2:1]([O:8][C:9]1[C:10]([C:29]([O:31]C(C)(C)C)=[O:30])=[N:11][C:12]([CH2:16][C:17]2([C:22]3[CH:27]=[CH:26][CH:25]=[C:24]([Cl:28])[CH:23]=3)[CH2:21][CH2:20][CH2:19][CH2:18]2)=[N:13][C:14]=1[OH:15])[C:2]1[CH:7]=[CH:6][CH:5]=[CH:4][CH:3]=1.C(OC1C(C(O)=O)=NC(CC2(C3C=CC(C(F)(F)F)=CC=3)CCCC2)=NC=1O)C1C=CC=CC=1, predict the reaction product. The product is: [CH2:1]([O:8][C:9]1[C:10]([C:29]([OH:31])=[O:30])=[N:11][C:12]([CH2:16][C:17]2([C:22]3[CH:27]=[CH:26][CH:25]=[C:24]([Cl:28])[CH:23]=3)[CH2:18][CH2:19][CH2:20][CH2:21]2)=[N:13][C:14]=1[OH:15])[C:2]1[CH:7]=[CH:6][CH:5]=[CH:4][CH:3]=1.